Dataset: Catalyst prediction with 721,799 reactions and 888 catalyst types from USPTO. Task: Predict which catalyst facilitates the given reaction. (1) Reactant: [C:1]1([N:7]=[C:8]=[O:9])[CH:6]=[CH:5][CH:4]=[CH:3][CH:2]=1.[NH2:10][CH2:11][CH2:12][CH2:13][NH:14][C:15]1[C:25]2[CH2:24][CH2:23][N:22]([C:26](=[O:31])[C:27]([F:30])([F:29])[F:28])[CH2:21][CH2:20][C:19]=2[CH:18]=[CH:17][C:16]=1[Cl:32]. Product: [Cl:32][C:16]1[CH:17]=[CH:18][C:19]2[CH2:20][CH2:21][N:22]([C:26](=[O:31])[C:27]([F:29])([F:28])[F:30])[CH2:23][CH2:24][C:25]=2[C:15]=1[NH:14][CH2:13][CH2:12][CH2:11][NH:10][C:8]([NH:7][C:1]1[CH:6]=[CH:5][CH:4]=[CH:3][CH:2]=1)=[O:9]. The catalyst class is: 2. (2) Reactant: [CH2:1]([N:8]1[C:12]2[CH:13]=[C:14](Cl)[C:15]3[N:16]([C:17]([CH3:20])=[N:18][N:19]=3)[C:11]=2[CH:10]=[C:9]1[CH3:22])[C:2]1[CH:7]=[CH:6][CH:5]=[CH:4][CH:3]=1.[NH2:23][C@@H:24]1[CH2:28][CH2:27][N:26]([C:29]([O:31][C:32]([CH3:35])([CH3:34])[CH3:33])=[O:30])[CH2:25]1.CC(C)([O-])C.[Na+].CC1(C)C2C=CC=C(P(C3C=CC=CC=3)C3C=CC=CC=3)C=2OC2C1=CC=CC=2P(C1C=CC=CC=1)C1C=CC=CC=1. Product: [CH2:1]([N:8]1[C:12]2[CH:13]=[C:14]([NH:23][C@@H:24]3[CH2:28][CH2:27][N:26]([C:29]([O:31][C:32]([CH3:35])([CH3:34])[CH3:33])=[O:30])[CH2:25]3)[C:15]3[N:16]([C:17]([CH3:20])=[N:18][N:19]=3)[C:11]=2[CH:10]=[C:9]1[CH3:22])[C:2]1[CH:7]=[CH:6][CH:5]=[CH:4][CH:3]=1. The catalyst class is: 101. (3) Reactant: Br[C:2]1[CH:26]=[CH:25][C:5]([O:6][CH2:7][C:8]([NH:10][C@@H:11]([C:13]2[CH:18]=[CH:17][C:16]([O:19][CH2:20][C:21]([F:24])([F:23])[F:22])=[CH:15][N:14]=2)[CH3:12])=[O:9])=[CH:4][CH:3]=1.[CH:27]1(B(O)O)[CH2:29][CH2:28]1.P([O-])([O-])([O-])=O.[K+].[K+].[K+]. The catalyst class is: 169. Product: [CH:27]1([C:2]2[CH:26]=[CH:25][C:5]([O:6][CH2:7][C:8]([NH:10][C@@H:11]([C:13]3[CH:18]=[CH:17][C:16]([O:19][CH2:20][C:21]([F:24])([F:23])[F:22])=[CH:15][N:14]=3)[CH3:12])=[O:9])=[CH:4][CH:3]=2)[CH2:29][CH2:28]1. (4) Product: [Cl:1][C:2]1[S:9][C:8]2[CH:7]=[C:6]([C:10]3[CH:14]=[C:13]([O:15][CH3:16])/[C:12](=[CH:17]/[C:29]4[NH:28][C:27]([CH3:26])=[CH:31][C:30]=4[CH3:32])/[N:11]=3)[N:5]([C:19]([O:21][C:22]([CH3:23])([CH3:25])[CH3:24])=[O:20])[C:4]=2[CH:3]=1. Reactant: [Cl:1][C:2]1[S:9][C:8]2[CH:7]=[C:6]([C:10]3[NH:11][C:12]([CH:17]=O)=[C:13]([O:15][CH3:16])[CH:14]=3)[N:5]([C:19]([O:21][C:22]([CH3:25])([CH3:24])[CH3:23])=[O:20])[C:4]=2[CH:3]=1.[CH3:26][C:27]1[NH:28][CH:29]=[C:30]([CH3:32])[CH:31]=1.Cl. The catalyst class is: 275. (5) Reactant: [F:1][C:2]1[CH:3]=[C:4]([S:8]([C:11]2[CH:20]=[C:19]3[C:14]([CH:15]([CH2:21][CH2:22][OH:23])[CH2:16][CH2:17][O:18]3)=[CH:13][CH:12]=2)(=[O:10])=[O:9])[CH:5]=[CH:6][CH:7]=1.CCN(CC)CC.[CH3:31][S:32](Cl)(=[O:34])=[O:33]. Product: [F:1][C:2]1[CH:3]=[C:4]([S:8]([C:11]2[CH:20]=[C:19]3[C:14]([CH:15]([CH2:21][CH2:22][O:23][S:32]([CH3:31])(=[O:34])=[O:33])[CH2:16][CH2:17][O:18]3)=[CH:13][CH:12]=2)(=[O:10])=[O:9])[CH:5]=[CH:6][CH:7]=1. The catalyst class is: 2. (6) Reactant: [CH3:1][C@H:2]1[CH2:7][NH:6][CH2:5][CH2:4][NH:3]1.Br[C:9]1[CH:14]=[CH:13][CH:12]=[CH:11][N:10]=1. Product: [CH3:1][C@@H:2]1[NH:3][CH2:4][CH2:5][N:6]([C:9]2[CH:14]=[CH:13][CH:12]=[CH:11][N:10]=2)[CH2:7]1. The catalyst class is: 6. (7) Reactant: Br[C:2]1[CH:14]=[CH:13][C:5]([C:6]([O:8][C:9]([CH3:12])([CH3:11])[CH3:10])=[O:7])=[C:4]([F:15])[CH:3]=1.[Li]CCCC.CN([CH:24]=[O:25])C. Product: [F:15][C:4]1[CH:3]=[C:2]([CH:24]=[O:25])[CH:14]=[CH:13][C:5]=1[C:6]([O:8][C:9]([CH3:12])([CH3:11])[CH3:10])=[O:7]. The catalyst class is: 1.